Dataset: Full USPTO retrosynthesis dataset with 1.9M reactions from patents (1976-2016). Task: Predict the reactants needed to synthesize the given product. Given the product [C:1]1([CH2:7][C:8]([NH:36][C:68](=[O:69])[O:67][CH2:63][CH2:62][Si:59]([CH3:61])([CH3:60])[CH3:58])([C:12]2[CH:17]=[CH:16][CH:15]=[C:14]([O:18][C:19]([F:22])([F:21])[F:20])[CH:13]=2)[C:23]2[CH:28]=[CH:27][CH:26]=[C:25]([O:29][C:30]([F:32])([F:33])[F:31])[CH:24]=2)[CH:2]=[CH:3][CH:4]=[CH:5][CH:6]=1, predict the reactants needed to synthesize it. The reactants are: [C:1]1([CH2:7][C:8]([C:23]2[CH:28]=[CH:27][CH:26]=[C:25]([O:29][C:30]([F:33])([F:32])[F:31])[CH:24]=2)([C:12]2[CH:17]=[CH:16][CH:15]=[C:14]([O:18][C:19]([F:22])([F:21])[F:20])[CH:13]=2)C(O)=O)[CH:6]=[CH:5][CH:4]=[CH:3][CH:2]=1.C([N:36](CC)CC)C.C1(P(N=[N+]=[N-])(C2C=CC=CC=2)=O)C=CC=CC=1.[CH3:58][Si:59]([CH:62](O)[CH3:63])([CH3:61])[CH3:60].CC[O:67][C:68](C)=[O:69].